From a dataset of Catalyst prediction with 721,799 reactions and 888 catalyst types from USPTO. Predict which catalyst facilitates the given reaction. (1) Reactant: C(OC(=O)[NH:7][CH2:8][CH2:9][CH2:10][N:11]([CH:21]([C:25]1[C:34]([CH2:35][C:36]2[CH:41]=[CH:40][CH:39]=[CH:38][CH:37]=2)=[N:33][C:32]2[C:27](=[CH:28][CH:29]=[CH:30][CH:31]=2)[N:26]=1)[CH:22]1[CH2:24][CH2:23]1)[C:12](=[O:20])[C:13]1[CH:18]=[CH:17][C:16]([CH3:19])=[CH:15][CH:14]=1)(C)(C)C.[ClH:43].CCOCC. Product: [ClH:43].[NH2:7][CH2:8][CH2:9][CH2:10][N:11]([CH:21]([C:25]1[C:34]([CH2:35][C:36]2[CH:37]=[CH:38][CH:39]=[CH:40][CH:41]=2)=[N:33][C:32]2[C:27](=[CH:28][CH:29]=[CH:30][CH:31]=2)[N:26]=1)[CH:22]1[CH2:24][CH2:23]1)[C:12](=[O:20])[C:13]1[CH:18]=[CH:17][C:16]([CH3:19])=[CH:15][CH:14]=1. The catalyst class is: 12. (2) Reactant: [Br:1][C:2]1[C:3]([F:11])=[CH:4][C:5](F)=[C:6]([CH:9]=1)[CH:7]=O.[CH3:12][O:13][C:14](=[O:17])[CH2:15][SH:16]. Product: [Br:1][C:2]1[C:3]([F:11])=[CH:4][C:5]2[S:16][C:15]([C:14]([O:13][CH3:12])=[O:17])=[CH:7][C:6]=2[CH:9]=1. The catalyst class is: 16.